This data is from Peptide-MHC class II binding affinity with 134,281 pairs from IEDB. The task is: Regression. Given a peptide amino acid sequence and an MHC pseudo amino acid sequence, predict their binding affinity value. This is MHC class II binding data. (1) The peptide sequence is GGSILKISNKYHTKG. The MHC is DRB4_0101 with pseudo-sequence DRB4_0103. The binding affinity (normalized) is 0.414. (2) The peptide sequence is WLWYIKIFIMIVGGLIG. The binding affinity (normalized) is 0.136. The MHC is HLA-DPA10201-DPB10101 with pseudo-sequence HLA-DPA10201-DPB10101. (3) The peptide sequence is PENDIEKTDPWFAHRTPMPK. The MHC is DRB1_0403 with pseudo-sequence DRB1_0403. The binding affinity (normalized) is 0.0298. (4) The peptide sequence is DMFFATVGFALGVFV. The MHC is DRB1_0101 with pseudo-sequence DRB1_0101. The binding affinity (normalized) is 0.647. (5) The peptide sequence is KLIEDINVGFKAAVA. The MHC is HLA-DQA10102-DQB10502 with pseudo-sequence HLA-DQA10102-DQB10502. The binding affinity (normalized) is 0.449. (6) The peptide sequence is AFLIGANYLGKPKEQ. The MHC is DRB1_0301 with pseudo-sequence DRB1_0301. The binding affinity (normalized) is 0.187. (7) The peptide sequence is FEIKCTKPEACSGEP. The MHC is HLA-DQA10102-DQB10602 with pseudo-sequence HLA-DQA10102-DQB10602. The binding affinity (normalized) is 0.0841. (8) The peptide sequence is TKGEGGVWTFDSEEP. The MHC is HLA-DQA10102-DQB10602 with pseudo-sequence HLA-DQA10102-DQB10602. The binding affinity (normalized) is 0.210.